Dataset: Peptide-MHC class I binding affinity with 185,985 pairs from IEDB/IMGT. Task: Regression. Given a peptide amino acid sequence and an MHC pseudo amino acid sequence, predict their binding affinity value. This is MHC class I binding data. (1) The peptide sequence is ITFLRPVLK. The MHC is HLA-A33:01 with pseudo-sequence HLA-A33:01. The binding affinity (normalized) is 0.590. (2) The binding affinity (normalized) is 0.0847. The MHC is HLA-A11:01 with pseudo-sequence HLA-A11:01. The peptide sequence is ITASKDLCF. (3) The peptide sequence is LPFDKSTIM. The MHC is HLA-B07:02 with pseudo-sequence HLA-B07:02. The binding affinity (normalized) is 0.697. (4) The peptide sequence is SSPPSYFQ. The MHC is Mamu-A01 with pseudo-sequence Mamu-A01. The binding affinity (normalized) is 0.987.